Dataset: Choline transporter screen with 302,306 compounds. Task: Binary Classification. Given a drug SMILES string, predict its activity (active/inactive) in a high-throughput screening assay against a specified biological target. The compound is o1c(CNC(=O)Nc2c(OC)cccc2)ccc1. The result is 0 (inactive).